This data is from M1 muscarinic receptor agonist screen with 61,833 compounds. The task is: Binary Classification. Given a drug SMILES string, predict its activity (active/inactive) in a high-throughput screening assay against a specified biological target. (1) The molecule is O=C(Nc1c(c(ccc1)C(O)=O)C)Cc1ccc(OC)cc1. The result is 0 (inactive). (2) The compound is Clc1cc(n2nc3c(CS(=O)C3)c2NC(=O)Cc2ccc(OC)cc2)ccc1. The result is 0 (inactive). (3) The drug is P(OCC(=O)C1(O)C2(C(C3C(F)(C(O)C2)C2(C(CC3)=CC(=O)C=C2)C)CC1C)C)([O-])([O-])=O. The result is 0 (inactive).